From a dataset of Reaction yield outcomes from USPTO patents with 853,638 reactions. Predict the reaction yield, written as a fraction of the theoretical maximum amount of product (1.0 means a 100% yield; for example, 0.34 means a 34% yield). (1) The reactants are [CH:1]([N:4]1[C:12]2[C:7](=[CH:8][CH:9]=[CH:10][CH:11]=2)[CH:6]=[CH:5]1)([CH3:3])[CH3:2].[C:13](Cl)(=[O:17])[C:14](Cl)=[O:15].[NH2:19][CH:20]1[CH2:25][CH2:24][N:23]([C:26]([O:28][C:29]([CH3:32])([CH3:31])[CH3:30])=[O:27])[CH2:22][CH2:21]1.C(N([CH2:38][CH3:39])CC)C.[CH2:40](Cl)Cl. The catalyst is CCOCC. The product is [C:29]([O:28][C:26]([N:23]1[CH2:24][CH2:25][CH:20]([NH:19][C:13](=[O:17])[C:14]([C:6]2[C:7]3[C:12](=[CH:11][CH:10]=[CH:9][CH:8]=3)[N:4]([CH:1]([CH3:3])[CH3:2])[CH:5]=2)=[O:15])[CH2:21][CH2:22]1)=[O:27])([CH3:32])([CH3:30])[CH3:31].[CH2:26]([N:23]1[CH2:22][CH2:21][CH:20]([NH:19][C:13](=[O:17])[C:14]([C:6]2[C:7]3[C:12](=[CH:11][CH:10]=[CH:9][CH:8]=3)[N:4]([CH:1]([CH3:3])[CH3:2])[CH:5]=2)=[O:15])[CH2:25][CH2:24]1)[CH2:40][CH2:38][CH3:39]. The yield is 0.500. (2) The reactants are [Si:1]([O:18][CH2:19][C@@H:20]1[CH2:24][CH2:23][C:22](=O)[N:21]1[C:26]([O:28][C:29]([CH3:32])([CH3:31])[CH3:30])=[O:27])([C:14]([CH3:17])([CH3:16])[CH3:15])([C:8]1[CH:13]=[CH:12][CH:11]=[CH:10][CH:9]=1)[C:2]1[CH:7]=[CH:6][CH:5]=[CH:4][CH:3]=1.C([BH-](CC)CC)C.[Li+].CCN(C(C)C)C(C)C.FC(F)(F)C(OC(=O)C(F)(F)F)=O. The catalyst is CN(C1C=CN=CC=1)C.C1(C)C=CC=CC=1. The product is [Si:1]([O:18][CH2:19][C@@H:20]1[CH2:24][CH:23]=[CH:22][N:21]1[C:26]([O:28][C:29]([CH3:32])([CH3:31])[CH3:30])=[O:27])([C:14]([CH3:16])([CH3:17])[CH3:15])([C:8]1[CH:13]=[CH:12][CH:11]=[CH:10][CH:9]=1)[C:2]1[CH:7]=[CH:6][CH:5]=[CH:4][CH:3]=1. The yield is 0.820. (3) The reactants are [CH:1]1([C:7]([C:9]2[O:10][C:11]3[CH:18]=[CH:17][C:16]([N+:19]([O-:21])=[O:20])=[CH:15][C:12]=3[C:13]=2[CH3:14])=O)[CH2:6][CH2:5][CH2:4][CH2:3][CH2:2]1.[NH2:22][C:23]1[CH:32]=[CH:31][C:26]([C:27]([O:29][CH3:30])=[O:28])=[CH:25][CH:24]=1.C(=O)([O-])O.[Na+].C([BH3-])#N.[Na+]. The catalyst is O1CCCC1.[Ti](Cl)(Cl)(Cl)Cl.C(O)(=O)C.C(Cl)Cl.C(N(CC)CC)C. The product is [CH:1]1([CH:7]([NH:22][C:23]2[CH:24]=[CH:25][C:26]([C:27]([O:29][CH3:30])=[O:28])=[CH:31][CH:32]=2)[C:9]2[O:10][C:11]3[CH:18]=[CH:17][C:16]([N+:19]([O-:21])=[O:20])=[CH:15][C:12]=3[C:13]=2[CH3:14])[CH2:6][CH2:5][CH2:4][CH2:3][CH2:2]1. The yield is 0.610. (4) The reactants are [CH3:1][C@:2]1([CH2:34][O:35][C:36](=[O:44])[CH2:37][O:38]C2CCCO2)[O:30][C@@H:6]([O:7][C:8]2[CH:13]=[C:12]([CH2:14][O:15]C3CCCO3)[CH:11]=[CH:10][C:9]=2[CH2:21][C:22]2[CH:27]=[CH:26][C:25]([CH2:28][CH3:29])=[CH:24][CH:23]=2)[C@H:5]([OH:31])[C@@H:4]([OH:32])[C@@H:3]1[OH:33].CC1C=CC(S(O)(=O)=O)=CC=1. The catalyst is CO. The product is [OH:38][CH2:37][C:36]([O:35][CH2:34][C@@:2]1([CH3:1])[O:30][C@@H:6]([O:7][C:8]2[CH:13]=[C:12]([CH2:14][OH:15])[CH:11]=[CH:10][C:9]=2[CH2:21][C:22]2[CH:27]=[CH:26][C:25]([CH2:28][CH3:29])=[CH:24][CH:23]=2)[C@H:5]([OH:31])[C@@H:4]([OH:32])[C@@H:3]1[OH:33])=[O:44]. The yield is 0.260. (5) The reactants are [Cl:1][C:2]1[CH:7]=[CH:6][C:5]([CH:8](O)[C:9]2[C:10]([C:24]([O:26][CH2:27][CH3:28])=[O:25])=[N:11][N:12]([CH2:15][C:16]3[CH:21]=[CH:20][C:19]([O:22][CH3:23])=[CH:18][CH:17]=3)[C:13]=2[CH3:14])=[CH:4][CH:3]=1.C(N(CC)CC)C.O(S(C)(=O)=O)S(C)(=O)=O.C(O)(=O)C(O)=O.[NH2:52][C:53]1[CH:54]=[CH:55][C:56](=[O:60])[N:57]([CH3:59])[CH:58]=1. The catalyst is C(Cl)Cl. The product is [Cl:1][C:2]1[CH:7]=[CH:6][C:5]([CH:8]([NH:52][C:53]2[CH:54]=[CH:55][C:56](=[O:60])[N:57]([CH3:59])[CH:58]=2)[C:9]2[C:10]([C:24]([O:26][CH2:27][CH3:28])=[O:25])=[N:11][N:12]([CH2:15][C:16]3[CH:21]=[CH:20][C:19]([O:22][CH3:23])=[CH:18][CH:17]=3)[C:13]=2[CH3:14])=[CH:4][CH:3]=1. The yield is 0.280.